Predict the product of the given reaction. From a dataset of Forward reaction prediction with 1.9M reactions from USPTO patents (1976-2016). Given the reactants [CH:1]([N:4]1[C:8]([C:9]2[N:18]=[C:17]3[N:11]([CH2:12][CH2:13][O:14][C:15]4[CH:22]=[C:21]([O:23][C@@H:24]([CH3:28])[C:25]([OH:27])=O)[N:20]=[CH:19][C:16]=43)[CH:10]=2)=[N:7][CH:6]=[N:5]1)([CH3:3])[CH3:2].C[N:30](C(ON1N=NC2C=CC=NC1=2)=[N+](C)C)C.F[P-](F)(F)(F)(F)F.[Cl-].[NH4+].C(N(CC)CC)C, predict the reaction product. The product is: [CH:1]([N:4]1[C:8]([C:9]2[N:18]=[C:17]3[C:16]4[CH:19]=[N:20][C:21]([O:23][C@@H:24]([CH3:28])[C:25]([NH2:30])=[O:27])=[CH:22][C:15]=4[O:14][CH2:13][CH2:12][N:11]3[CH:10]=2)=[N:7][CH:6]=[N:5]1)([CH3:3])[CH3:2].